From a dataset of Full USPTO retrosynthesis dataset with 1.9M reactions from patents (1976-2016). Predict the reactants needed to synthesize the given product. (1) Given the product [C:15]([C:11]1[CH:10]=[C:9]([NH:8][C:6](=[O:7])[C:5]2[CH:19]=[CH:20][C:2]([N:29]3[CH2:34][CH2:33][NH:32][CH2:31][CH2:30]3)=[CH:3][C:4]=2[F:21])[CH:14]=[CH:13][CH:12]=1)([CH3:18])([CH3:17])[CH3:16], predict the reactants needed to synthesize it. The reactants are: Br[C:2]1[CH:20]=[CH:19][C:5]([C:6]([NH:8][C:9]2[CH:14]=[CH:13][CH:12]=[C:11]([C:15]([CH3:18])([CH3:17])[CH3:16])[CH:10]=2)=[O:7])=[C:4]([F:21])[CH:3]=1.C(OC([N:29]1[CH2:34][CH2:33][NH:32][CH2:31][CH2:30]1)=O)(C)(C)C.C(C1C=C(NC(=O)C2C=CC(N3CCNCC3)=C(F)C=2)C=CC=1)(C)(C)C. (2) Given the product [Cl:19][C:18]1[C:13]2[N:12]=[C:10]([CH2:9][C:3]3[C:2]([Cl:1])=[CH:7][CH:6]=[CH:5][C:4]=3[Cl:8])[O:11][C:14]=2[N:15]=[CH:16][N:17]=1, predict the reactants needed to synthesize it. The reactants are: [Cl:1][C:2]1[CH:7]=[CH:6][CH:5]=[C:4]([Cl:8])[C:3]=1[CH2:9][C:10]([NH:12][C:13]1[C:14](Cl)=[N:15][CH:16]=[N:17][C:18]=1[Cl:19])=[O:11].C([O-])([O-])=O.[Cs+].[Cs+].